From a dataset of Peptide-MHC class I binding affinity with 185,985 pairs from IEDB/IMGT. Regression. Given a peptide amino acid sequence and an MHC pseudo amino acid sequence, predict their binding affinity value. This is MHC class I binding data. (1) The peptide sequence is EIAQHGAWY. The MHC is HLA-B48:01 with pseudo-sequence HLA-B48:01. The binding affinity (normalized) is 0.0847. (2) The peptide sequence is TYVPSQERNF. The MHC is Patr-A0701 with pseudo-sequence Patr-A0701. The binding affinity (normalized) is 0.141. (3) The peptide sequence is PTDYMSSKL. The MHC is HLA-B15:01 with pseudo-sequence HLA-B15:01. The binding affinity (normalized) is 0.0847. (4) The peptide sequence is KEFKDFAAGR. The MHC is HLA-A31:01 with pseudo-sequence HLA-A31:01. The binding affinity (normalized) is 0.445. (5) The peptide sequence is RTLNAWVKV. The MHC is HLA-A68:01 with pseudo-sequence HLA-A68:01. The binding affinity (normalized) is 0. (6) The peptide sequence is GVFELSDEK. The MHC is HLA-A24:02 with pseudo-sequence HLA-A24:02. The binding affinity (normalized) is 0.0847. (7) The peptide sequence is MMKLGISPSK. The MHC is HLA-A11:01 with pseudo-sequence HLA-A11:01. The binding affinity (normalized) is 0.695. (8) The peptide sequence is RMNSNQVCI. The MHC is HLA-A24:02 with pseudo-sequence HLA-A24:02. The binding affinity (normalized) is 0.593. (9) The peptide sequence is EVHYSGINY. The MHC is HLA-B15:01 with pseudo-sequence HLA-B15:01. The binding affinity (normalized) is 0.553.